This data is from Forward reaction prediction with 1.9M reactions from USPTO patents (1976-2016). The task is: Predict the product of the given reaction. (1) Given the reactants [CH2:1]([N:3]1[C:7]2[CH:8]=[CH:9][C:10]([N:12]3[CH:17]=[C:16]([C:18]([O:20][CH2:21][CH3:22])=[O:19])[C:15](=[O:23])[NH:14][C:13]3=[O:24])=[CH:11][C:6]=2[N:5]=[CH:4]1)[CH3:2].Br[CH2:26][C:27]1[CH:32]=[CH:31][CH:30]=[C:29]([C:33]([F:36])([F:35])[F:34])[C:28]=1[Cl:37], predict the reaction product. The product is: [Cl:37][C:28]1[C:29]([C:33]([F:34])([F:35])[F:36])=[CH:30][CH:31]=[CH:32][C:27]=1[CH2:26][N:14]1[C:15](=[O:23])[C:16]([C:18]([O:20][CH2:21][CH3:22])=[O:19])=[CH:17][N:12]([C:10]2[CH:9]=[CH:8][C:7]3[N:3]([CH2:1][CH3:2])[CH:4]=[N:5][C:6]=3[CH:11]=2)[C:13]1=[O:24]. (2) Given the reactants [CH3:1][O:2][CH2:3][C:4]1[CH:8]=[CH:7][NH:6][N:5]=1.C1C(=O)N([Cl:16])C(=O)C1, predict the reaction product. The product is: [Cl:16][C:8]1[C:4]([CH2:3][O:2][CH3:1])=[N:5][NH:6][CH:7]=1.